This data is from Forward reaction prediction with 1.9M reactions from USPTO patents (1976-2016). The task is: Predict the product of the given reaction. (1) Given the reactants [OH:1][CH:2]([CH3:7])[CH2:3][C:4]([OH:6])=O.F[P-](F)(F)(F)(F)F.N1(O[P+](N(C)C)(N(C)C)N(C)C)C2C=CC=CC=2N=N1.C(N(CC)CC)C.[NH:42]1[CH2:47][CH2:46][CH:45]([CH2:48][N:49]2[C:57]3[C:52](=[CH:53][C:54]([C:58]4[CH:59]=[N:60][N:61]([CH:63]5[CH2:68][CH2:67][CH2:66][CH2:65][O:64]5)[CH:62]=4)=[CH:55][CH:56]=3)[CH:51]=[CH:50]2)[CH2:44][CH2:43]1, predict the reaction product. The product is: [OH:1][CH:2]([CH3:7])[CH2:3][C:4]([N:42]1[CH2:47][CH2:46][CH:45]([CH2:48][N:49]2[C:57]3[C:52](=[CH:53][C:54]([C:58]4[CH:59]=[N:60][N:61]([CH:63]5[CH2:68][CH2:67][CH2:66][CH2:65][O:64]5)[CH:62]=4)=[CH:55][CH:56]=3)[CH:51]=[CH:50]2)[CH2:44][CH2:43]1)=[O:6]. (2) Given the reactants [Cl-].[CH3:2][C:3]1[CH:4]=[C:5]([NH:10][NH3+:11])[CH:6]=[CH:7][C:8]=1[CH3:9].[C:12](OCC)(=[O:17])[CH2:13][C:14]([CH3:16])=O.C([O-])(=O)C.[Na+].C(O)(=O)C, predict the reaction product. The product is: [CH3:2][C:3]1[CH:4]=[C:5]([N:10]2[C:12]([OH:17])=[CH:13][C:14]([CH3:16])=[N:11]2)[CH:6]=[CH:7][C:8]=1[CH3:9]. (3) The product is: [C:37](=[O:38])([O:39][CH2:40][C:41]1[CH:46]=[CH:45][CH:44]=[CH:43][CH:42]=1)[O:34][C@H:9]1[CH2:10][C@H:11]([N:13]2[CH:18]=[C:17]3[CH:19]=[C:20]([C:22]4[CH:27]=[CH:26][C:25]([CH2:28][CH2:29][CH2:30][CH2:31][CH3:32])=[CH:24][CH:23]=4)[O:21][C:16]3=[N:15][C:14]2=[O:33])[O:12][C@@H:8]1[CH2:7][O:6][Si:5]([C:1]([CH3:3])([CH3:2])[CH3:4])([CH3:36])[CH3:35]. Given the reactants [C:1]([Si:5]([CH3:36])([CH3:35])[O:6][CH2:7][CH:8]1[O:12][CH:11]([N:13]2[CH:18]=[C:17]3[CH:19]=[C:20]([C:22]4[CH:27]=[CH:26][C:25]([CH2:28][CH2:29][CH2:30][CH2:31][CH3:32])=[CH:24][CH:23]=4)[O:21][C:16]3=[N:15][C:14]2=[O:33])[CH2:10][CH:9]1[OH:34])([CH3:4])([CH3:3])[CH3:2].[C:37](Cl)([O:39][CH2:40][C:41]1[CH:46]=[CH:45][CH:44]=[CH:43][CH:42]=1)=[O:38], predict the reaction product. (4) Given the reactants [NH2:1][C:2]1[N:7]=[C:6]([N:8]2[C:16]3[C:11](=[CH:12][CH:13]=[C:14](I)[CH:15]=3)[C:10]([C:18]([N:20]3[CH2:23][CH:22]([OH:24])[CH2:21]3)=[O:19])=[N:9]2)[CH:5]=[CH:4][N:3]=1.[NH:25]1CCCC[CH2:26]1.O1[CH:35]=[CH:34][N:33]=[C:32]1[C:36]([OH:40])([C:38]#[CH:39])[CH3:37], predict the reaction product. The product is: [NH2:1][C:2]1[N:7]=[C:6]([N:8]2[C:16]3[C:11](=[CH:12][CH:13]=[C:14]([C:39]#[C:38][C@@:36]([OH:40])([C:32]4[N:25]=[CH:26][CH:35]=[CH:34][N:33]=4)[CH3:37])[CH:15]=3)[C:10]([C:18]([N:20]3[CH2:23][CH:22]([OH:24])[CH2:21]3)=[O:19])=[N:9]2)[CH:5]=[CH:4][N:3]=1. (5) Given the reactants [CH3:1][CH:2]([C@H:4]([NH2:23])[C:5]([O:7][CH2:8][CH2:9][O:10][CH2:11][N:12]1[C:16]2[NH:17][C:18]([NH2:22])=[N:19][C:20](=[O:21])[C:15]=2[N:14]=[CH:13]1)=[O:6])[CH3:3].[ClH:24], predict the reaction product. The product is: [CH3:3][CH:2]([C@H:4]([NH2:23])[C:5]([O:7][CH2:8][CH2:9][O:10][CH2:11][N:12]1[C:16]2[NH:17][C:18]([NH2:22])=[N:19][C:20](=[O:21])[C:15]=2[N:14]=[CH:13]1)=[O:6])[CH3:1].[OH2:6].[OH2:6].[ClH:24]. (6) Given the reactants [CH3:1][CH:2]([CH2:4][O:5][CH2:6][C:7]1[CH:12]=[CH:11][CH:10]=[CH:9][CH:8]=1)[OH:3].N1C=CC=CC=1.[C:19]1([CH3:29])[CH:24]=[CH:23][C:22]([S:25](Cl)(=[O:27])=[O:26])=[CH:21][CH:20]=1, predict the reaction product. The product is: [C:7]1([CH2:6][O:5][CH2:4][CH:2]([O:3][S:25]([C:22]2[CH:23]=[CH:24][C:19]([CH3:29])=[CH:20][CH:21]=2)(=[O:27])=[O:26])[CH3:1])[CH:12]=[CH:11][CH:10]=[CH:9][CH:8]=1. (7) The product is: [CH3:15][N:16]([CH3:17])[CH:18]=[C:12]([N:10]1[CH:11]=[C:7]([C:3]2[CH:2]=[N:1][CH:6]=[CH:5][CH:4]=2)[N:8]=[CH:9]1)[C:13]#[N:14]. Given the reactants [N:1]1[CH:6]=[CH:5][CH:4]=[C:3]([C:7]2[N:8]=[CH:9][N:10]([CH2:12][C:13]#[N:14])[CH:11]=2)[CH:2]=1.[CH3:15][N:16]([CH:18](OC)OC)[CH3:17], predict the reaction product. (8) Given the reactants Cl[C:2](Cl)([O:4]C(=O)OC(Cl)(Cl)Cl)Cl.[CH2:13]([O:20][CH2:21][CH2:22][CH2:23][CH2:24][CH2:25][CH2:26][NH2:27])[CH2:14][CH2:15][CH2:16][CH2:17][CH2:18][CH3:19].CCN(C(C)C)C(C)C, predict the reaction product. The product is: [CH2:13]([O:20][CH2:21][CH2:22][CH2:23][CH2:24][CH2:25][CH2:26][N:27]=[C:2]=[O:4])[CH2:14][CH2:15][CH2:16][CH2:17][CH2:18][CH3:19]. (9) Given the reactants [NH2:1][C:2]1[O:6][CH:5]([C:7]2[CH:12]=[CH:11][CH:10]=[C:9]([Cl:13])[CH:8]=2)[C:4](=[O:14])[C:3]=1[OH:15].C(N(CC)CC)C.[C:23]1([CH2:29][S:30](Cl)(=[O:32])=[O:31])[CH:28]=[CH:27][CH:26]=[CH:25][CH:24]=1.[Cl-].[NH4+], predict the reaction product. The product is: [Cl:13][C:9]1[CH:8]=[C:7]([CH:5]2[C:4](=[O:14])[C:3]([O:15][S:30]([CH2:29][C:23]3[CH:28]=[CH:27][CH:26]=[CH:25][CH:24]=3)(=[O:32])=[O:31])=[C:2]([NH2:1])[O:6]2)[CH:12]=[CH:11][CH:10]=1.